This data is from Reaction yield outcomes from USPTO patents with 853,638 reactions. The task is: Predict the reaction yield, written as a fraction of the theoretical maximum amount of product (1.0 means a 100% yield; for example, 0.34 means a 34% yield). (1) The reactants are Cl[C:2]1[N:7]2[N:8]=[C:9]([NH:11][C:12](=[O:19])[C:13]3[CH:18]=[CH:17][CH:16]=[N:15][CH:14]=3)[N:10]=[C:6]2[CH:5]=[C:4]([Cl:20])[CH:3]=1.[CH:21]1([NH2:24])[CH2:23][CH2:22]1. No catalyst specified. The product is [Cl:20][C:4]1[CH:3]=[C:2]([NH:24][CH:21]2[CH2:23][CH2:22]2)[N:7]2[N:8]=[C:9]([NH:11][C:12](=[O:19])[C:13]3[CH:18]=[CH:17][CH:16]=[N:15][CH:14]=3)[N:10]=[C:6]2[CH:5]=1. The yield is 0.430. (2) The reactants are Br[C:2]1[CH:7]=[CH:6][CH:5]=[CH:4][CH:3]=1.[Mg].[C:9](=[S:11])=S.[CH3:12][NH:13][NH2:14]. The catalyst is O.C1COCC1. The product is [CH3:12][N:13]([C:9](=[S:11])[C:2]1[CH:7]=[CH:6][CH:5]=[CH:4][CH:3]=1)[NH2:14]. The yield is 0.480.